Dataset: Full USPTO retrosynthesis dataset with 1.9M reactions from patents (1976-2016). Task: Predict the reactants needed to synthesize the given product. (1) Given the product [CH3:12][N:11]([CH3:13])[S:9]([CH3:14])(=[N:8][C:5]1[CH:6]=[CH:7][C:2]([B:18]2[O:19][C:20]([CH3:22])([CH3:21])[C:16]([CH3:32])([CH3:15])[O:17]2)=[CH:3][CH:4]=1)=[O:10], predict the reactants needed to synthesize it. The reactants are: Br[C:2]1[CH:7]=[CH:6][C:5]([N:8]=[S:9]([CH3:14])([N:11]([CH3:13])[CH3:12])=[O:10])=[CH:4][CH:3]=1.[CH3:15][C:16]1([CH3:32])[C:20]([CH3:22])([CH3:21])[O:19][B:18]([B:18]2[O:19][C:20]([CH3:22])([CH3:21])[C:16]([CH3:32])([CH3:15])[O:17]2)[O:17]1.C([O-])(=O)C.[K+]. (2) The reactants are: [N:1]1[C:10]2[C:5](=[CH:6][CH:7]=[CH:8][CH:9]=2)[CH:4]=[C:3]([N:11]2[CH2:16][CH2:15][CH:14]([C:17]([OH:19])=O)[CH2:13][CH2:12]2)[CH:2]=1.BrC1C=NC2C(C=1)=CC=CC=2.[N:31]1[C:40]2[C:35](=[CH:36][CH:37]=[CH:38][CH:39]=2)[CH:34]=[N:33][C:32]=1[NH2:41]. Given the product [N:31]1[C:40]2[C:35](=[CH:36][CH:37]=[CH:38][CH:39]=2)[CH:34]=[N:33][C:32]=1[NH:41][C:17]([CH:14]1[CH2:13][CH2:12][N:11]([C:3]2[CH:2]=[N:1][C:10]3[C:5]([CH:4]=2)=[CH:6][CH:7]=[CH:8][CH:9]=3)[CH2:16][CH2:15]1)=[O:19], predict the reactants needed to synthesize it. (3) Given the product [F:39][C:2]1([F:1])[O:6][C:5]2[CH:7]=[CH:8][C:9]([C:11]3([C:14]([NH:16][C@H:17]4[C:26]5[C:21](=[CH:22][C:23]([O:27][CH3:28])=[CH:24][CH:25]=5)[O:20][C@@H:19]([C:29]5[N:30]=[CH:31][C:32]([C:33]([OH:35])=[O:34])=[CH:37][CH:38]=5)[CH2:18]4)=[O:15])[CH2:13][CH2:12]3)=[CH:10][C:4]=2[O:3]1, predict the reactants needed to synthesize it. The reactants are: [F:1][C:2]1([F:39])[O:6][C:5]2[CH:7]=[CH:8][C:9]([C:11]3([C:14]([NH:16][C@H:17]4[C:26]5[C:21](=[CH:22][C:23]([O:27][CH3:28])=[CH:24][CH:25]=5)[O:20][C@@H:19]([C:29]5[CH:38]=[CH:37][C:32]([C:33]([O:35]C)=[O:34])=[CH:31][N:30]=5)[CH2:18]4)=[O:15])[CH2:13][CH2:12]3)=[CH:10][C:4]=2[O:3]1.FC1(F)OC2C=CC(C3(C(NC4C5C(=CC=CC=5)OC(C5CC(C(OCC)=O)C5)C4)=O)CC3)=CC=2O1. (4) Given the product [Cl:80][C:81]1[CH:86]=[CH:85][C:84]([C:69]2([OH:79])[C:68]3[CH:67]=[C:66]([O:65][CH2:64][CH:22]4[CH2:21][CH:20]([O:19][CH2:1][CH2:2][CH2:3][CH2:4][CH2:5][CH2:6][CH2:7][CH2:8][CH2:9][CH2:10][CH2:11][CH2:12][CH2:13][CH2:14][CH2:15][CH2:16][CH2:17][CH3:18])[CH:25]([O:26][CH2:27][CH2:28][CH2:29][CH2:30][CH2:31][CH2:32][CH2:33][CH2:34][CH2:35][CH2:36][CH2:37][CH2:38][CH2:39][CH2:40][CH2:41][CH2:42][CH2:43][CH3:44])[CH:24]([O:45][CH2:46][CH2:47][CH2:48][CH2:49][CH2:50][CH2:51][CH2:52][CH2:53][CH2:54][CH2:55][CH2:56][CH2:57][CH2:58][CH2:59][CH2:60][CH2:61][CH2:62][CH3:63])[CH2:23]4)[CH:78]=[CH:77][C:76]=3[C:75]3[C:70]2=[CH:71][CH:72]=[CH:73][CH:74]=3)=[CH:83][CH:82]=1, predict the reactants needed to synthesize it. The reactants are: [CH2:1]([O:19][CH:20]1[CH:25]([O:26][CH2:27][CH2:28][CH2:29][CH2:30][CH2:31][CH2:32][CH2:33][CH2:34][CH2:35][CH2:36][CH2:37][CH2:38][CH2:39][CH2:40][CH2:41][CH2:42][CH2:43][CH3:44])[CH:24]([O:45][CH2:46][CH2:47][CH2:48][CH2:49][CH2:50][CH2:51][CH2:52][CH2:53][CH2:54][CH2:55][CH2:56][CH2:57][CH2:58][CH2:59][CH2:60][CH2:61][CH2:62][CH3:63])[CH2:23][CH:22]([CH2:64][O:65][C:66]2[CH:78]=[CH:77][C:76]3[C:75]4[C:70](=[CH:71][CH:72]=[CH:73][CH:74]=4)[C:69](=[O:79])[C:68]=3[CH:67]=2)[CH2:21]1)[CH2:2][CH2:3][CH2:4][CH2:5][CH2:6][CH2:7][CH2:8][CH2:9][CH2:10][CH2:11][CH2:12][CH2:13][CH2:14][CH2:15][CH2:16][CH2:17][CH3:18].[Cl:80][C:81]1[CH:86]=[CH:85][C:84]([Mg]Br)=[CH:83][CH:82]=1. (5) Given the product [Cl:1][C:2]1[CH:3]=[CH:4][C:5]([O:22][CH2:23][C:24]2[CH:29]=[CH:28][C:27]([F:30])=[CH:26][C:25]=2[F:31])=[C:6]([CH:21]=1)[CH2:7][N:8]1[C:16]2[CH:15]=[CH:14][CH:13]=[C:12]([C:17]([O-:19])=[O:18])[C:11]=2[CH2:10][CH2:9]1.[Na+:33], predict the reactants needed to synthesize it. The reactants are: [Cl:1][C:2]1[CH:3]=[CH:4][C:5]([O:22][CH2:23][C:24]2[CH:29]=[CH:28][C:27]([F:30])=[CH:26][C:25]=2[F:31])=[C:6]([CH:21]=1)[CH2:7][N:8]1[C:16]2[CH:15]=[CH:14][CH:13]=[C:12]([C:17]([O:19]C)=[O:18])[C:11]=2[CH2:10][CH2:9]1.[OH-].[Na+:33]. (6) Given the product [Cl:1][C:2]1[CH:3]=[C:4]([C@@H:8]2[C@@H:13]([C:14]3[CH:15]=[CH:16][C:17]([Cl:20])=[CH:18][CH:19]=3)[N:12]([C@@H:21]([CH2:29][CH3:30])[CH2:22][CH2:23][S:24]([CH2:27][CH3:28])(=[O:25])=[O:26])[C:11](=[O:31])[C@:10]([CH2:33][CH:34]3[CH2:38][O:37][C:36]([CH3:40])([CH3:39])[O:35]3)([CH3:32])[CH2:9]2)[CH:5]=[CH:6][CH:7]=1, predict the reactants needed to synthesize it. The reactants are: [Cl:1][C:2]1[CH:3]=[C:4]([C@@H:8]2[C@@H:13]([C:14]3[CH:19]=[CH:18][C:17]([Cl:20])=[CH:16][CH:15]=3)[N:12]([C@@H:21]([CH2:29][CH3:30])/[CH:22]=[CH:23]/[S:24]([CH2:27][CH3:28])(=[O:26])=[O:25])[C:11](=[O:31])[C@:10]([CH2:33][CH:34]3[CH2:38][O:37][C:36]([CH3:40])([CH3:39])[O:35]3)([CH3:32])[CH2:9]2)[CH:5]=[CH:6][CH:7]=1. (7) Given the product [F:1][C:2]1[CH:3]=[C:4]2[C:9](=[CH:10][CH:11]=1)[N:8]=[C:7]([NH:12][C:13]([N:30]1[CH2:31][CH2:32][N:27]([C:23]3[CH:24]=[CH:25][CH:26]=[C:21]([CH3:20])[CH:22]=3)[CH2:28][CH2:29]1)=[O:17])[C:6]([O:18][CH3:19])=[N:5]2, predict the reactants needed to synthesize it. The reactants are: [F:1][C:2]1[CH:3]=[C:4]2[C:9](=[CH:10][CH:11]=1)[N:8]=[C:7]([NH:12][C:13](=[O:17])OCC)[C:6]([O:18][CH3:19])=[N:5]2.[CH3:20][C:21]1[CH:22]=[C:23]([N:27]2[CH2:32][CH2:31][NH:30][CH2:29][CH2:28]2)[CH:24]=[CH:25][CH:26]=1.